The task is: Predict the reactants needed to synthesize the given product.. This data is from Full USPTO retrosynthesis dataset with 1.9M reactions from patents (1976-2016). (1) Given the product [CH:1]1([C:4](=[O:9])[CH2:5][CH2:6][CH:7]=[O:8])[CH2:3][CH2:2]1, predict the reactants needed to synthesize it. The reactants are: [CH:1]1([C:4](=[O:9])[CH2:5][CH2:6][CH2:7][OH:8])[CH2:3][CH2:2]1.[Cr](Cl)([O-])(=O)=O.[NH+]1C=CC=CC=1.C(OCC)C. (2) Given the product [NH2:7][C:6]1[CH:11]=[CH:12][C:3]([O:2][CH3:1])=[CH:4][C:5]=1[S:9][C:8]1[CH:21]=[CH:20][C:17]([C:18]#[N:19])=[CH:16][C:15]=1[N+:22]([O-:24])=[O:23], predict the reactants needed to synthesize it. The reactants are: [CH3:1][O:2][C:3]1[CH:12]=[CH:11][C:6]2[N:7]=[C:8](N)[S:9][C:5]=2[CH:4]=1.ClC1[CH:21]=[CH:20][C:17]([C:18]#[N:19])=[CH:16][C:15]=1[N+:22]([O-:24])=[O:23].C(O)(=O)C. (3) Given the product [NH2:24][C@H:21]1[CH2:22][CH2:23][N:19]([C:3]2[CH:4]=[C:5]3[C:10](=[CH:11][C:2]=2[Cl:1])[CH2:9][N:8]([C:12]([O:14][C:15]([CH3:17])([CH3:16])[CH3:18])=[O:13])[CH2:7][CH2:6]3)[C:20]1=[O:42], predict the reactants needed to synthesize it. The reactants are: [Cl:1][C:2]1[CH:11]=[C:10]2[C:5]([CH2:6][CH2:7][N:8]([C:12]([O:14][C:15]([CH3:18])([CH3:17])[CH3:16])=[O:13])[CH2:9]2)=[CH:4][C:3]=1[N:19]1[CH2:23][CH2:22][C@H:21]([NH:24]C(OCC2C3C=CC=CC=3C3C2=CC=CC=3)=O)[C:20]1=[O:42].N1CCCCC1. (4) Given the product [Br:33][C:34]1[CH:39]=[CH:38][C:37]([S:40]([O:17][C@H:14]2[C@@H:12]3[C@@H:11]([CH2:10][N:9]([C:7]4[CH:6]=[CH:5][CH:4]=[C:3]([C:2]([F:1])([F:18])[F:19])[N:8]=4)[CH2:13]3)[CH2:16][CH2:15]2)(=[O:42])=[O:41])=[CH:36][CH:35]=1, predict the reactants needed to synthesize it. The reactants are: [F:1][C:2]([F:19])([F:18])[C:3]1[N:8]=[C:7]([N:9]2[CH2:13][C@@H:12]3[C@H:14]([OH:17])[CH2:15][CH2:16][C@@H:11]3[CH2:10]2)[CH:6]=[CH:5][CH:4]=1.C(N(CC)CC)C.CN1C=CN=C1.[Br:33][C:34]1[CH:39]=[CH:38][C:37]([S:40](Cl)(=[O:42])=[O:41])=[CH:36][CH:35]=1. (5) Given the product [NH2:18][C:9]1[CH:10]=[C:11]([CH:16]=[CH:17][C:8]=1[NH:7][CH:1]1[CH2:6][CH2:5][CH2:4][CH2:3][CH2:2]1)[C:12]([O:14][CH3:15])=[O:13], predict the reactants needed to synthesize it. The reactants are: [CH:1]1([NH:7][C:8]2[CH:17]=[CH:16][C:11]([C:12]([O:14][CH3:15])=[O:13])=[CH:10][C:9]=2[N+:18]([O-])=O)[CH2:6][CH2:5][CH2:4][CH2:3][CH2:2]1.